From a dataset of NCI-60 drug combinations with 297,098 pairs across 59 cell lines. Regression. Given two drug SMILES strings and cell line genomic features, predict the synergy score measuring deviation from expected non-interaction effect. (1) Drug 1: CC1C(C(CC(O1)OC2CC(CC3=C2C(=C4C(=C3O)C(=O)C5=C(C4=O)C(=CC=C5)OC)O)(C(=O)CO)O)N)O.Cl. Drug 2: CC(CN1CC(=O)NC(=O)C1)N2CC(=O)NC(=O)C2. Cell line: NCI-H322M. Synergy scores: CSS=-0.00550, Synergy_ZIP=1.37, Synergy_Bliss=0.566, Synergy_Loewe=0.00727, Synergy_HSA=-0.682. (2) Drug 1: CCC1=CC2CC(C3=C(CN(C2)C1)C4=CC=CC=C4N3)(C5=C(C=C6C(=C5)C78CCN9C7C(C=CC9)(C(C(C8N6C)(C(=O)OC)O)OC(=O)C)CC)OC)C(=O)OC.C(C(C(=O)O)O)(C(=O)O)O. Drug 2: CN(C)C1=NC(=NC(=N1)N(C)C)N(C)C. Cell line: HOP-92. Synergy scores: CSS=26.3, Synergy_ZIP=-8.51, Synergy_Bliss=-2.23, Synergy_Loewe=-66.5, Synergy_HSA=-2.82. (3) Drug 1: CC(C)NC(=O)C1=CC=C(C=C1)CNNC.Cl. Drug 2: CC(C)CN1C=NC2=C1C3=CC=CC=C3N=C2N. Cell line: UACC-257. Synergy scores: CSS=1.97, Synergy_ZIP=-0.237, Synergy_Bliss=0.290, Synergy_Loewe=-0.425, Synergy_HSA=-1.58. (4) Drug 1: CC12CCC(CC1=CCC3C2CCC4(C3CC=C4C5=CN=CC=C5)C)O. Drug 2: CC(C1=C(C=CC(=C1Cl)F)Cl)OC2=C(N=CC(=C2)C3=CN(N=C3)C4CCNCC4)N. Cell line: MALME-3M. Synergy scores: CSS=6.23, Synergy_ZIP=-1.31, Synergy_Bliss=3.61, Synergy_Loewe=1.36, Synergy_HSA=2.74. (5) Drug 1: CCC(=C(C1=CC=CC=C1)C2=CC=C(C=C2)OCCN(C)C)C3=CC=CC=C3.C(C(=O)O)C(CC(=O)O)(C(=O)O)O. Drug 2: CC12CCC3C(C1CCC2O)C(CC4=C3C=CC(=C4)O)CCCCCCCCCS(=O)CCCC(C(F)(F)F)(F)F. Cell line: OVCAR-8. Synergy scores: CSS=2.77, Synergy_ZIP=-0.139, Synergy_Bliss=-0.990, Synergy_Loewe=-4.26, Synergy_HSA=-3.75. (6) Cell line: HOP-92. Drug 2: C(CN)CNCCSP(=O)(O)O. Drug 1: C1CN(P(=O)(OC1)NCCCl)CCCl. Synergy scores: CSS=-7.96, Synergy_ZIP=1.62, Synergy_Bliss=-1.90, Synergy_Loewe=-6.66, Synergy_HSA=-7.69.